This data is from NCI-60 drug combinations with 297,098 pairs across 59 cell lines. The task is: Regression. Given two drug SMILES strings and cell line genomic features, predict the synergy score measuring deviation from expected non-interaction effect. (1) Drug 1: CC1=CC=C(C=C1)C2=CC(=NN2C3=CC=C(C=C3)S(=O)(=O)N)C(F)(F)F. Drug 2: C1CN1P(=S)(N2CC2)N3CC3. Cell line: ACHN. Synergy scores: CSS=28.0, Synergy_ZIP=-0.0621, Synergy_Bliss=0.250, Synergy_Loewe=-11.7, Synergy_HSA=0.0609. (2) Drug 1: C1=CC(=CC=C1CCC2=CNC3=C2C(=O)NC(=N3)N)C(=O)NC(CCC(=O)O)C(=O)O. Drug 2: C(CC(=O)O)C(=O)CN.Cl. Cell line: HS 578T. Synergy scores: CSS=22.1, Synergy_ZIP=-8.08, Synergy_Bliss=-4.03, Synergy_Loewe=-4.53, Synergy_HSA=-1.10. (3) Cell line: TK-10. Drug 1: C1C(C(OC1N2C=C(C(=O)NC2=O)F)CO)O. Drug 2: CC1=C2C(C(=O)C3(C(CC4C(C3C(C(C2(C)C)(CC1OC(=O)C(C(C5=CC=CC=C5)NC(=O)OC(C)(C)C)O)O)OC(=O)C6=CC=CC=C6)(CO4)OC(=O)C)O)C)O. Synergy scores: CSS=8.66, Synergy_ZIP=-3.59, Synergy_Bliss=2.69, Synergy_Loewe=-16.6, Synergy_HSA=-3.70. (4) Drug 2: COC1=C2C(=CC3=C1OC=C3)C=CC(=O)O2. Drug 1: CN(CC1=CN=C2C(=N1)C(=NC(=N2)N)N)C3=CC=C(C=C3)C(=O)NC(CCC(=O)O)C(=O)O. Synergy scores: CSS=22.4, Synergy_ZIP=-5.22, Synergy_Bliss=-12.3, Synergy_Loewe=-55.5, Synergy_HSA=-13.4. Cell line: HCT-15. (5) Drug 1: C1CCC(C1)C(CC#N)N2C=C(C=N2)C3=C4C=CNC4=NC=N3. Drug 2: C1=CC(=CC=C1CC(C(=O)O)N)N(CCCl)CCCl.Cl. Cell line: PC-3. Synergy scores: CSS=2.91, Synergy_ZIP=-1.93, Synergy_Bliss=-0.495, Synergy_Loewe=-9.31, Synergy_HSA=-2.88. (6) Drug 1: CN1CCC(CC1)COC2=C(C=C3C(=C2)N=CN=C3NC4=C(C=C(C=C4)Br)F)OC. Drug 2: C#CCC(CC1=CN=C2C(=N1)C(=NC(=N2)N)N)C3=CC=C(C=C3)C(=O)NC(CCC(=O)O)C(=O)O. Cell line: HCT-15. Synergy scores: CSS=16.3, Synergy_ZIP=-2.20, Synergy_Bliss=1.51, Synergy_Loewe=1.99, Synergy_HSA=1.73. (7) Drug 1: CC1CCC2CC(C(=CC=CC=CC(CC(C(=O)C(C(C(=CC(C(=O)CC(OC(=O)C3CCCCN3C(=O)C(=O)C1(O2)O)C(C)CC4CCC(C(C4)OC)OCCO)C)C)O)OC)C)C)C)OC. Drug 2: C1=NC2=C(N1)C(=S)N=CN2. Cell line: PC-3. Synergy scores: CSS=24.7, Synergy_ZIP=-7.56, Synergy_Bliss=3.45, Synergy_Loewe=3.17, Synergy_HSA=4.47. (8) Drug 1: COC1=NC(=NC2=C1N=CN2C3C(C(C(O3)CO)O)O)N. Drug 2: C#CCC(CC1=CN=C2C(=N1)C(=NC(=N2)N)N)C3=CC=C(C=C3)C(=O)NC(CCC(=O)O)C(=O)O. Cell line: MOLT-4. Synergy scores: CSS=96.4, Synergy_ZIP=1.52, Synergy_Bliss=1.48, Synergy_Loewe=0.417, Synergy_HSA=1.74.